Dataset: Full USPTO retrosynthesis dataset with 1.9M reactions from patents (1976-2016). Task: Predict the reactants needed to synthesize the given product. (1) Given the product [CH3:16][NH:15][C:3]1[O:4][C:5]2[CH:11]=[CH:10][C:9]([N+:12]([O-:14])=[O:13])=[CH:8][C:6]=2[N:7]=1, predict the reactants needed to synthesize it. The reactants are: CS[C:3]1[O:4][C:5]2[CH:11]=[CH:10][C:9]([N+:12]([O-:14])=[O:13])=[CH:8][C:6]=2[N:7]=1.[NH3:15].[CH3:16]O. (2) Given the product [CH2:1]=[CH:2][CH:3]=[CH2:4].[CH2:5]=[CH:6][C:7](=[CH2:8])[CH3:9], predict the reactants needed to synthesize it. The reactants are: [CH2:1]=[CH:2][CH:3]=[CH2:4].[CH2:5]=[CH:6][C:7](=[CH2:9])[CH3:8].CN(C)CCN(C)C.C([Li])CCC.CC(C1C(O)=C(C(C)(C)C)C=C(CCC(OCC(COC(CCC2C=C(C(C)(C)C)C(O)=C(C(C)(C)C)C=2)=O)(COC(CCC2C=C(C(C)(C)C)C(O)=C(C(C)(C)C)C=2)=O)COC(CCC2C=C(C(C)(C)C)C(O)=C(C(C)(C)C)C=2)=O)=O)C=1)(C)C.